From a dataset of Catalyst prediction with 721,799 reactions and 888 catalyst types from USPTO. Predict which catalyst facilitates the given reaction. Reactant: [CH2:1]([O:8][C:9]1[CH:17]=[CH:16][C:12]([C:13]([OH:15])=O)=[CH:11][CH:10]=1)[C:2]1[CH:7]=[CH:6][CH:5]=[CH:4][CH:3]=1.C(N(C(C)C)CC)(C)C.CN(C(ON1N=NC2C=CC=NC1=2)=[N+](C)C)C.F[P-](F)(F)(F)(F)F.[BrH:51].[Br-].[NH2:53][CH2:54][CH2:55][N+:56]12[CH2:63][CH2:62][CH:59]([CH2:60][CH2:61]1)[C@@H:58]([O:64][C:65](=[O:80])[C:66]([OH:79])([C:73]1[CH:78]=[CH:77][CH:76]=[CH:75][CH:74]=1)[C:67]1[CH:72]=[CH:71][CH:70]=[CH:69][CH:68]=1)[CH2:57]2. Product: [Br-:51].[CH2:1]([O:8][C:9]1[CH:10]=[CH:11][C:12]([C:13]([NH:53][CH2:54][CH2:55][N+:56]23[CH2:63][CH2:62][CH:59]([CH2:60][CH2:61]2)[C@@H:58]([O:64][C:65](=[O:80])[C:66]([OH:79])([C:67]2[CH:72]=[CH:71][CH:70]=[CH:69][CH:68]=2)[C:73]2[CH:74]=[CH:75][CH:76]=[CH:77][CH:78]=2)[CH2:57]3)=[O:15])=[CH:16][CH:17]=1)[C:2]1[CH:3]=[CH:4][CH:5]=[CH:6][CH:7]=1. The catalyst class is: 3.